Dataset: Full USPTO retrosynthesis dataset with 1.9M reactions from patents (1976-2016). Task: Predict the reactants needed to synthesize the given product. Given the product [NH2:1][C:2]1[N:7]=[C:6]([NH:8][C@@H:9]([CH2:12][CH2:13][CH3:14])[CH2:10][OH:11])[C:5]([CH2:15][C:16]2[CH:21]=[CH:20][C:19]([CH2:22][C:23]([OH:25])=[O:24])=[CH:18][C:17]=2[OH:26])=[C:4]([CH3:28])[N:3]=1, predict the reactants needed to synthesize it. The reactants are: [NH2:1][C:2]1[N:7]=[C:6]([NH:8][C@@H:9]([CH2:12][CH2:13][CH3:14])[CH2:10][OH:11])[C:5]([CH2:15][C:16]2[CH:21]=[CH:20][C:19]([CH2:22][C:23]([OH:25])=[O:24])=[CH:18][C:17]=2[O:26]C)=[C:4]([CH3:28])[N:3]=1.C[S-].[Na+].